Dataset: Forward reaction prediction with 1.9M reactions from USPTO patents (1976-2016). Task: Predict the product of the given reaction. (1) Given the reactants [Cl:1][C:2]1[CH:3]=[CH:4][C:5]([O:8][C@H:9]2[CH2:13][N:12]([C:14](=[O:28])[C@@H:15]([NH:20]C(=O)OC(C)(C)C)[C:16]([CH3:19])([CH3:18])[CH3:17])[C@H:11]([C:29](=[O:45])[NH:30][C@H:31]([CH:37]([OH:44])[C:38]([NH:40][CH:41]3[CH2:43][CH2:42]3)=[O:39])[CH2:32][CH:33]3[CH2:36][CH2:35][CH2:34]3)[CH2:10]2)=[N:6][CH:7]=1.Cl, predict the reaction product. The product is: [ClH:1].[NH2:20][C@@H:15]([C:16]([CH3:19])([CH3:18])[CH3:17])[C:14]([N:12]1[CH2:13][C@H:9]([O:8][C:5]2[CH:4]=[CH:3][C:2]([Cl:1])=[CH:7][N:6]=2)[CH2:10][C@H:11]1[C:29]([NH:30][C@H:31]([CH:37]([OH:44])[C:38]([NH:40][CH:41]1[CH2:42][CH2:43]1)=[O:39])[CH2:32][CH:33]1[CH2:36][CH2:35][CH2:34]1)=[O:45])=[O:28]. (2) Given the reactants [CH:1]([N:4]1[C:12]2[C:7](=[CH:8][CH:9]=[CH:10][CH:11]=2)[C:6]([C:13]([OH:15])=O)=[N:5]1)([CH3:3])[CH3:2].[NH2:16][C@@H:17]1[CH2:21][N:20]([C:22]([O:24][C:25]([CH3:28])([CH3:27])[CH3:26])=[O:23])[C@H:19]([C:29]([O:31][CH3:32])=[O:30])[CH2:18]1.C(P(=O)(OCC)OCC)#N.C(N(CC)C(C)C)(C)C, predict the reaction product. The product is: [CH:1]([N:4]1[C:12]2[C:7](=[CH:8][CH:9]=[CH:10][CH:11]=2)[C:6]([C:13]([NH:16][C@@H:17]2[CH2:21][N:20]([C:22]([O:24][C:25]([CH3:26])([CH3:27])[CH3:28])=[O:23])[C@H:19]([C:29]([O:31][CH3:32])=[O:30])[CH2:18]2)=[O:15])=[N:5]1)([CH3:2])[CH3:3]. (3) Given the reactants [OH:1][C@H:2]([CH2:31][O:32]C1C=CN=C(/N=N/C2C=CC([N+]([O-])=O)=CC=2)C=1)[CH2:3][NH:4][CH2:5][CH2:6][C:7]1[CH:30]=[CH:29][C:10]([NH:11][CH:12]2[CH2:17][CH2:16][N:15]([C:18]([NH:20][CH2:21][CH2:22][CH2:23][CH2:24][CH2:25][CH2:26][CH2:27][CH3:28])=[O:19])[CH2:14][CH2:13]2)=[CH:9][CH:8]=1.[H][H].[CH2:52](O)[CH3:53], predict the reaction product. The product is: [CH2:21]([NH:20][C:18]([N:15]1[CH2:16][CH2:17][CH:12]([NH:11][C:10]2[CH:9]=[CH:8][C:7]([CH2:6][CH2:5][NH:4][CH2:3][C@H:2]([OH:1])[CH2:31][O:32][C:13]3[CH:14]=[N:15][C:18]([NH2:20])=[CH:52][CH:53]=3)=[CH:30][CH:29]=2)[CH2:13][CH2:14]1)=[O:19])[CH2:22][CH2:23][CH2:24][CH2:25][CH2:26][CH2:27][CH3:28]. (4) Given the reactants [C:1]([O:5][C:6]([NH:8][C@H:9]([C:22]([O:24]C(C)(C)C)=[O:23])[CH2:10]/[CH:11]=[C:12](/[CH2:18][CH2:19][CH2:20][F:21])\[C:13]([O:15]CC)=[O:14])=[O:7])([CH3:4])([CH3:3])[CH3:2].[OH-].[Li+].Cl, predict the reaction product. The product is: [C:1]([O:5][C:6]([NH:8][C@H:9]([C:22]([OH:24])=[O:23])[CH2:10]/[CH:11]=[C:12](/[CH2:18][CH2:19][CH2:20][F:21])\[C:13]([OH:15])=[O:14])=[O:7])([CH3:4])([CH3:2])[CH3:3]. (5) Given the reactants C(OC([N:8]1[CH2:13][CH2:12][N:11]([C:14]2[N:22]=[C:21]([Cl:23])[N:20]=[C:19]3[C:15]=2[N:16]([CH2:26][C:27]#[C:28][CH3:29])[C:17](=[O:25])[N:18]3[CH3:24])[CH2:10][CH2:9]1)=O)(C)(C)C.[F:30][C:31]([F:36])([F:35])[C:32]([OH:34])=[O:33], predict the reaction product. The product is: [F:30][C:31]([F:36])([F:35])[C:32]([OH:34])=[O:33].[CH2:26]([N:16]1[C:15]2[C:19](=[N:20][C:21]([Cl:23])=[N:22][C:14]=2[N:11]2[CH2:10][CH2:9][NH:8][CH2:13][CH2:12]2)[N:18]([CH3:24])[C:17]1=[O:25])[C:27]#[C:28][CH3:29]. (6) Given the reactants Cl[C:2]1[N:3]=[N:4][C:5]([N:8]2[C:12]([CH3:13])=[CH:11][C:10]([CH3:14])=[N:9]2)=[CH:6][CH:7]=1.FC(F)(F)C(O)=O.[NH:22]1[CH2:27][CH2:26][C:25]2([C:35]3[C:30](=[CH:31][CH:32]=[CH:33][CH:34]=3)[CH:29]=[CH:28]2)[CH2:24][CH2:23]1.C(=O)([O-])[O-].[K+].[K+], predict the reaction product. The product is: [CH3:14][C:10]1[CH:11]=[C:12]([CH3:13])[N:8]([C:5]2[N:4]=[N:3][C:2]([N:22]3[CH2:27][CH2:26][C:25]4([C:35]5[C:30](=[CH:31][CH:32]=[CH:33][CH:34]=5)[CH:29]=[CH:28]4)[CH2:24][CH2:23]3)=[CH:7][CH:6]=2)[N:9]=1.